From a dataset of Catalyst prediction with 721,799 reactions and 888 catalyst types from USPTO. Predict which catalyst facilitates the given reaction. Reactant: [Cl:1][C:2]1[NH:7][C:6](=[O:8])[N:5]([CH3:9])[C:4](=[O:10])[CH:3]=1.C(=O)([O-])[O-].[K+].[K+].[CH2:17](I)[C:18]([CH3:21])([CH3:20])[CH3:19].O. Product: [Cl:1][C:2]1[N:7]([CH2:17][C:18]([CH3:21])([CH3:20])[CH3:19])[C:6](=[O:8])[N:5]([CH3:9])[C:4](=[O:10])[CH:3]=1. The catalyst class is: 3.